From a dataset of Experimentally validated miRNA-target interactions with 360,000+ pairs, plus equal number of negative samples. Binary Classification. Given a miRNA mature sequence and a target amino acid sequence, predict their likelihood of interaction. (1) The miRNA is hsa-miR-3150b-5p with sequence CAACCUCGAGGAUCUCCCCAGC. The protein sequence of the target gene is MSNSRKMSEPPRFFVGPEDAEINPGNYRRFFHHAEEEEEEEDESPPERQIVVGICSMAKKSKSKPMKEILERISLFKYITVVVFEEEIILNEPVENWPLCDCLISFHSKGFPLDKAVAYAKLRNPFVINDLNMQYLIQDRRDVYSILQAEGILLPRYAILNRDPNNPKECNLIEGEDHVEVNGEVFQKPFVEKPVSAEDHNVYIYYPTSAGGGSQRLFRKIGSRSSVYSPESNVRKTGSYIYEEFMPTDGTDVKVYTVGPDYAHAEARKSPALDGKVERDSEGKEVRYPVILNAREKLIA.... Result: 0 (no interaction). (2) The miRNA is hsa-miR-568 with sequence AUGUAUAAAUGUAUACACAC. The protein sequence of the target gene is MAANKPKGQNSLALHKVIMVGSGGVGKSALTLQFMYDEFVEDYEPTKADSYRKKVVLDGEEVQIDILDTAGQEDYAAIRDNYFRSGEGFLCVFSITEMESFAATADFREQILRVKEDENVPFLLVGNKSDLEDKRQVSVEEAKNRADQWNVNYVETSAKTRANVDKVFFDLMREIRARKMEDSKEKNGKKKRKSLAKRIRERCCIL. Result: 0 (no interaction). (3) The miRNA is hsa-miR-499a-3p with sequence AACAUCACAGCAAGUCUGUGCU. The protein sequence of the target gene is MAQQQTGSRKRKAPAVEAGAGSSSSQGLAAADGEGPLLPKKQKRPATRRRLVHYLKGREVGARGPAGLQGFEGELRGYAVQRLPELLTERQLDLGTLNKVFASQWLNARQVVCGTKCNTLFVVDVQSGHITRIPLMRDKEAGLAQAHQGCGIHAIELNPSKTLLATGGENPNSLAIYQLPTLDPLCLGDRHGHKDWIFAVAWLSDTVAVSGSRDGTVALWRMDPDMFNGSIAWHSEVGLPVYAHIRPRDVEAIPRASTNPSNRKVRALAFSGKNQELGAVSLDGYFHLWKARSTLSRLLS.... Result: 1 (interaction). (4) The miRNA is dre-miR-1 with sequence UGGAAUGUAAAGAAGUAUGUAU. The protein sequence of the target gene is MATESPATRRVQVAEHPRLLKLKEMFNSKFGSIPKFYVRAPGRVNIIGEHIDYCGYSVLPMAVEQDVLIAVEPVKTYALQLANTNPLYPDFSTSANNIQIDKTKPLWHNYFLCGLKGIQEHFGLSNLTGMNCLVDGNIPPSSGLSSSSALVCCAGLVTLTVLGRNLSKVELAEICAKSERYIGTEGGGMDQSISFLAEEGTAKLIEFSPLRATDVKLPSGAVFVIANSCVEMNKAATSHFNIRVMECRLAAKLLAKYKSLQWDKVLRLEEVQAKLGISLEEMLLVTEDALHPEPYNPEEI.... Result: 0 (no interaction). (5) The miRNA is hsa-miR-5582-3p with sequence UAAAACUUUAAGUGUGCCUAGG. The protein sequence of the target gene is MWRGGRLGSRGVRLLETLGFGCPSAVAQPPRLTSRSAYSGTQLTRNLQIKPWELGEHGTMCFRSYRMALSCLSRVKTYRTPWKRLYSTSQTTVDSREVKNFQALAHTWWDEYGKFAPLHSMNDLRVPFIRDNLLKTSASHHPGKPLSGMKILDVGCGGGLLTEPLGRLGASVVGIDPVAENIKIAQHHKSFDPVLDKRIQYKVCSLEEAVDESAECFDAVVASEVVEHVSHLEMFIQCCYQVLKPGGSLFITTVNKTQLSYALGIVFAEQIAGIVPKGTHTWEKFVSPEKLESILEPNGL.... Result: 0 (no interaction). (6) The miRNA is hsa-miR-484 with sequence UCAGGCUCAGUCCCCUCCCGAU. The protein sequence of the target gene is MPRCTYQLEQNPGFLPDGPGVHARAHCQDLSGPYGHEFATSESLGGRVGKTRAPQSGARSRMERAGPAGEEGGAREGRLLPRAPGAWVLRACAERAALEVGAASADTGVRGCGARGPAPLLASAGGGRARDGTWGVRTKGSGAALPSRPASRAAPRPEASSPPLPLEKARGGLSGPQGGRARGAMAHVGSRKRSRSRSRSRGRGSEKRKKKSRKDTSRNCSASTSQGRKASTAPGAEASPSPCITERSKQKARRRTRSSSSSSSSSSSSSSSSSSSSSSSSSDGRKKRGKYKDKRRKKKK.... Result: 1 (interaction).